From a dataset of Reaction yield outcomes from USPTO patents with 853,638 reactions. Predict the reaction yield, written as a fraction of the theoretical maximum amount of product (1.0 means a 100% yield; for example, 0.34 means a 34% yield). (1) The reactants are [CH2:1]([O:3][C:4]1[CH:5]=[C:6]([C:20]2[CH:25]=[CH:24][C:23]([CH2:26][C:27]([OH:29])=O)=[C:22]([F:30])[CH:21]=2)[CH:7]=[N:8][C:9]=1[O:10][CH2:11][C:12]1[CH:17]=[CH:16][C:15]([O:18][CH3:19])=[CH:14][CH:13]=1)[CH3:2].[O:31]1[CH2:36][CH2:35][N:34]([CH2:37][CH2:38][O:39][C:40]2[CH:41]=[C:42]([CH:44]=[C:45]([C:47]([F:50])([F:49])[F:48])[CH:46]=2)[NH2:43])[CH2:33][CH2:32]1.C(P1(=O)OP(CCC)(=O)OP(CCC)(=O)O1)CC. The catalyst is N1C=CC=CC=1.CC(=O)OCC. The product is [CH2:1]([O:3][C:4]1[CH:5]=[C:6]([C:20]2[CH:25]=[CH:24][C:23]([CH2:26][C:27]([NH:43][C:42]3[CH:44]=[C:45]([C:47]([F:49])([F:50])[F:48])[CH:46]=[C:40]([O:39][CH2:38][CH2:37][N:34]4[CH2:33][CH2:32][O:31][CH2:36][CH2:35]4)[CH:41]=3)=[O:29])=[C:22]([F:30])[CH:21]=2)[CH:7]=[N:8][C:9]=1[O:10][CH2:11][C:12]1[CH:17]=[CH:16][C:15]([O:18][CH3:19])=[CH:14][CH:13]=1)[CH3:2]. The yield is 0.645. (2) The reactants are C([Li])CCC.Br[C:7]1[CH:12]=[CH:11][C:10]([O:13][CH3:14])=[C:9]([Cl:15])[CH:8]=1.[CH3:16][C:17]([C:19]1[CH:24]=[CH:23][C:22]([F:25])=[C:21]([Br:26])[CH:20]=1)=O.O. The catalyst is O1CCCC1. The product is [Br:26][C:21]1[C:22]([F:25])=[CH:23][CH:24]=[C:19]([C:17]([C:7]2[CH:12]=[CH:11][C:10]([O:13][CH3:14])=[C:9]([Cl:15])[CH:8]=2)=[CH2:16])[CH:20]=1. The yield is 0.360.